Dataset: Peptide-MHC class I binding affinity with 185,985 pairs from IEDB/IMGT. Task: Regression. Given a peptide amino acid sequence and an MHC pseudo amino acid sequence, predict their binding affinity value. This is MHC class I binding data. (1) The peptide sequence is NYIPTQQDVLR. The MHC is H-2-Kd with pseudo-sequence H-2-Kd. The binding affinity (normalized) is 0. (2) The peptide sequence is MEVQLIRQM. The MHC is HLA-B18:01 with pseudo-sequence HLA-B18:01. The binding affinity (normalized) is 0.945. (3) The peptide sequence is KRMGVQMQR. The MHC is HLA-A02:06 with pseudo-sequence HLA-A02:06. The binding affinity (normalized) is 0.0847.